Dataset: Reaction yield outcomes from USPTO patents with 853,638 reactions. Task: Predict the reaction yield, written as a fraction of the theoretical maximum amount of product (1.0 means a 100% yield; for example, 0.34 means a 34% yield). (1) The reactants are [F:1][C:2]([F:14])([F:13])[C:3]1[NH:12][C:6]2=[N:7][CH:8]=[C:9]([NH2:11])[CH:10]=[C:5]2[CH:4]=1.[Cl:15][C:16]1[C:21]([C:22](O)=[O:23])=[C:20]([F:25])[C:19]([NH:26][S:27]([CH2:30][CH2:31][CH3:32])(=[O:29])=[O:28])=[CH:18][CH:17]=1.CCN=C=NCCCN(C)C.C1C=CC2N(O)N=NC=2C=1. The catalyst is CN(C=O)C. The product is [Cl:15][C:16]1[C:21]([C:22]([NH:11][C:9]2[CH:10]=[C:5]3[CH:4]=[C:3]([C:2]([F:1])([F:13])[F:14])[NH:12][C:6]3=[N:7][CH:8]=2)=[O:23])=[C:20]([F:25])[C:19]([NH:26][S:27]([CH2:30][CH2:31][CH3:32])(=[O:29])=[O:28])=[CH:18][CH:17]=1. The yield is 0.520. (2) The reactants are [Cl:1][C:2]1[C:6]([NH:7][C:8](=[O:14])[CH:9]([CH3:13])[CH2:10][S:11][CH3:12])=[CH:5][N:4]([C:15]2[CH:16]=[N:17][CH:18]=[CH:19][CH:20]=2)[N:3]=1.[H-].[Na+].Br[CH2:24][CH2:25][O:26][Si:27]([C:30]([CH3:33])([CH3:32])[CH3:31])([CH3:29])[CH3:28]. The catalyst is CN(C)C=O. The product is [Si:27]([O:26][CH2:25][CH2:24][N:7]([C:6]1[C:2]([Cl:1])=[N:3][N:4]([C:15]2[CH:16]=[N:17][CH:18]=[CH:19][CH:20]=2)[CH:5]=1)[C:8](=[O:14])[CH:9]([CH3:13])[CH2:10][S:11][CH3:12])([C:30]([CH3:33])([CH3:32])[CH3:31])([CH3:29])[CH3:28]. The yield is 0.504. (3) The reactants are Cl[C:2]1[N:7]=[C:6]([CH3:8])[N:5]=[C:4]([N:9]([CH2:19][C:20]2[CH:25]=[CH:24][C:23]([O:26][CH3:27])=[CH:22][CH:21]=2)[CH2:10][C:11]2[CH:16]=[CH:15][C:14]([O:17][CH3:18])=[CH:13][CH:12]=2)[CH:3]=1.[C:28]([O:32][C:33]([N:35]1[CH2:40][CH2:39][N:38]([CH2:41][C:42]2[CH:43]=[C:44](B(O)O)[C:45]([F:48])=[N:46][CH:47]=2)[CH2:37][CH2:36]1)=[O:34])([CH3:31])([CH3:30])[CH3:29].C([O-])(=O)C.[K+]. The catalyst is C(O)C.O.CC(P(C(C)(C)C)C1C=CC(N(C)C)=CC=1)(C)C.CC(P(C(C)(C)C)C1C=CC(N(C)C)=CC=1)(C)C.Cl[Pd]Cl. The product is [CH3:18][O:17][C:14]1[CH:15]=[CH:16][C:11]([CH2:10][N:9]([CH2:19][C:20]2[CH:25]=[CH:24][C:23]([O:26][CH3:27])=[CH:22][CH:21]=2)[C:4]2[N:5]=[C:6]([CH3:8])[N:7]=[C:2]([C:44]3[CH:43]=[C:42]([CH2:41][N:38]4[CH2:39][CH2:40][N:35]([C:33]([O:32][C:28]([CH3:31])([CH3:30])[CH3:29])=[O:34])[CH2:36][CH2:37]4)[CH:47]=[N:46][C:45]=3[F:48])[CH:3]=2)=[CH:12][CH:13]=1. The yield is 0.424. (4) The reactants are [CH3:1][S:2][C:3]1[CH:8]=[CH:7][C:6]([C:9]2[C:17]3[C:12](=[CH:13][CH:14]=[C:15]([C:18]4[N:22]=[CH:21][N:20](C(C5C=CC=CC=5)(C5C=CC=CC=5)C5C=CC=CC=5)[N:19]=4)[CH:16]=3)[N:11](C3CCCCO3)[N:10]=2)=[CH:5][CH:4]=1.C(Cl)Cl.ClC1C=C(C=CC=1)C(OO)=[O:56]. The catalyst is CCOC(C)=O. The product is [NH:19]1[C:18]([C:15]2[CH:16]=[C:17]3[C:12](=[CH:13][CH:14]=2)[NH:11][N:10]=[C:9]3[C:6]2[CH:7]=[CH:8][C:3]([S:2]([CH3:1])=[O:56])=[CH:4][CH:5]=2)=[N:22][CH:21]=[N:20]1. The yield is 0.104. (5) The reactants are [Cl:1][C:2]1[N:7]=[C:6]([N:8]([C:16]([O:18][C:19]([CH3:22])([CH3:21])[CH3:20])=[O:17])[C:9]([O:11][C:12]([CH3:15])([CH3:14])[CH3:13])=[O:10])[N:5]=[C:4]2[N:23]([CH2:34][C:35]3[CH:40]=[CH:39][C:38]([O:41][CH3:42])=[CH:37][CH:36]=3)[N:24]=[C:25]([CH2:26][CH:27]3[CH2:31][O:30]C(C)(C)[O:28]3)[C:3]=12.C1(C)C=CC(S([O-])(=O)=O)=CC=1.[NH+]1C=CC=CC=1. The catalyst is CO. The product is [Cl:1][C:2]1[N:7]=[C:6]([N:8]([C:16]([O:18][C:19]([CH3:20])([CH3:21])[CH3:22])=[O:17])[C:9]([O:11][C:12]([CH3:14])([CH3:15])[CH3:13])=[O:10])[N:5]=[C:4]2[N:23]([CH2:34][C:35]3[CH:36]=[CH:37][C:38]([O:41][CH3:42])=[CH:39][CH:40]=3)[N:24]=[C:25]([CH2:26][CH:27]([OH:28])[CH2:31][OH:30])[C:3]=12. The yield is 0.950. (6) The reactants are [O:1]=[C:2]1[N:11]([CH2:12][CH:13]2[CH2:18][CH2:17][N:16](C(OC(C)(C)C)=O)[CH2:15][CH2:14]2)[CH2:10][C:9]2[C:4](=[CH:5][CH:6]=[CH:7][CH:8]=2)[NH:3]1.[ClH:26].O1CCOCC1. No catalyst specified. The product is [ClH:26].[NH:16]1[CH2:17][CH2:18][CH:13]([CH2:12][N:11]2[CH2:10][C:9]3[C:4](=[CH:5][CH:6]=[CH:7][CH:8]=3)[NH:3][C:2]2=[O:1])[CH2:14][CH2:15]1. The yield is 0.990. (7) The reactants are [Cl:1][C:2]1[N:11]=[C:10]([NH:12][C:13]2[CH:14]=[N:15][C:16]([O:19][CH3:20])=[CH:17][CH:18]=2)[C:9]2[C:4](=[CH:5][CH:6]=[CH:7][CH:8]=2)[N:3]=1.[CH3:21]I.[H-].[Na+]. The catalyst is CN(C=O)C. The product is [Cl:1][C:2]1[N:11]=[C:10]([N:12]([C:13]2[CH:14]=[N:15][C:16]([O:19][CH3:20])=[CH:17][CH:18]=2)[CH3:21])[C:9]2[C:4](=[CH:5][CH:6]=[CH:7][CH:8]=2)[N:3]=1. The yield is 0.700.